From a dataset of Reaction yield outcomes from USPTO patents with 853,638 reactions. Predict the reaction yield, written as a fraction of the theoretical maximum amount of product (1.0 means a 100% yield; for example, 0.34 means a 34% yield). The reactants are [CH:1]1([NH:4][C:5](=[O:31])[C:6]2[CH:11]=[CH:10][C:9]([C:12]3[N:16]4[N:17]=[C:18]([CH:28]=[O:29])[CH:19]=[C:20]([NH:21][CH2:22][CH2:23][C:24]([F:27])([F:26])[F:25])[C:15]4=[N:14][CH:13]=3)=[CH:8][C:7]=2[CH3:30])[CH2:3][CH2:2]1.Br[Mg][C:34]1[CH:39]=[CH:38][C:37]([O:40][CH3:41])=[C:36]([F:42])[CH:35]=1.BrC1C=CC(OC)=C(F)C=1.[Mg].[Cl-].[NH4+]. The catalyst is O1CCCC1.O. The product is [CH:1]1([NH:4][C:5](=[O:31])[C:6]2[CH:11]=[CH:10][C:9]([C:12]3[N:16]4[N:17]=[C:18]([CH:28]([C:34]5[CH:39]=[CH:38][C:37]([O:40][CH3:41])=[C:36]([F:42])[CH:35]=5)[OH:29])[CH:19]=[C:20]([NH:21][CH2:22][CH2:23][C:24]([F:25])([F:26])[F:27])[C:15]4=[N:14][CH:13]=3)=[CH:8][C:7]=2[CH3:30])[CH2:2][CH2:3]1. The yield is 0.460.